From a dataset of Reaction yield outcomes from USPTO patents with 853,638 reactions. Predict the reaction yield, written as a fraction of the theoretical maximum amount of product (1.0 means a 100% yield; for example, 0.34 means a 34% yield). (1) The reactants are C[O:2][C:3](=[O:21])[C:4]1[CH:9]=[CH:8][C:7]([C:10]2[O:11][C:12]3[CH:18]=[CH:17][C:16]([O:19]C)=[CH:15][C:13]=3[CH:14]=2)=[CH:6][CH:5]=1.Cl.N1C=CC=CC=1.O. The catalyst is CCOC(C)=O. The product is [OH:19][C:16]1[CH:17]=[CH:18][C:12]2[O:11][C:10]([C:7]3[CH:8]=[CH:9][C:4]([C:3]([OH:21])=[O:2])=[CH:5][CH:6]=3)=[CH:14][C:13]=2[CH:15]=1. The yield is 0.470. (2) The reactants are [CH2:1]([O:5][C:6]1[CH:7]=[C:8](/[CH:28]=[CH:29]/[C:30]([O:32][CH3:33])=[O:31])[CH:9]=[CH:10][C:11]=1[C:12]1[CH:17]=[CH:16][CH:15]=[C:14]([N:18]([CH3:27])[C:19]([NH:21][CH2:22][CH2:23][CH2:24][CH2:25][CH3:26])=[O:20])[N:13]=1)[CH2:2][CH2:3][CH3:4]. The catalyst is CO.[Pd]. The product is [CH2:1]([O:5][C:6]1[CH:7]=[C:8]([CH2:28][CH2:29][C:30]([O:32][CH3:33])=[O:31])[CH:9]=[CH:10][C:11]=1[C:12]1[CH:17]=[CH:16][CH:15]=[C:14]([N:18]([CH3:27])[C:19]([NH:21][CH2:22][CH2:23][CH2:24][CH2:25][CH3:26])=[O:20])[N:13]=1)[CH2:2][CH2:3][CH3:4]. The yield is 0.860. (3) The reactants are [BrH:1].[NH2:2][C:3]1[C:8]([CH2:9]O)=[CH:7][C:6]([Br:11])=[CH:5][N:4]=1. The catalyst is Br. The product is [BrH:11].[NH2:2][C:3]1[C:8]([CH2:9][Br:1])=[CH:7][C:6]([Br:11])=[CH:5][N:4]=1. The yield is 0.860. (4) The reactants are [CH3:1][C:2]1[N:7]=[C:6]([C:8]2[CH:13]=[CH:12][CH:11]=[C:10]([C:14]3[CH:15]=[C:16]([S:20](Cl)(=[O:22])=[O:21])[CH:17]=[CH:18][CH:19]=3)[N:9]=2)[CH:5]=[C:4]([C:24]2[CH:29]=[CH:28][C:27]([C:30]([F:33])([F:32])[F:31])=[CH:26][CH:25]=2)[CH:3]=1.[CH:34]1([NH2:37])[CH2:36][CH2:35]1. The catalyst is C1COCC1.CCOC(C)=O. The product is [CH:34]1([NH:37][S:20]([C:16]2[CH:17]=[CH:18][CH:19]=[C:14]([C:10]3[N:9]=[C:8]([C:6]4[CH:5]=[C:4]([C:24]5[CH:25]=[CH:26][C:27]([C:30]([F:33])([F:31])[F:32])=[CH:28][CH:29]=5)[CH:3]=[C:2]([CH3:1])[N:7]=4)[CH:13]=[CH:12][CH:11]=3)[CH:15]=2)(=[O:21])=[O:22])[CH2:36][CH2:35]1. The yield is 0.430. (5) The reactants are [Br:1][C:2]1[CH:3]=[CH:4][C:5]([N:8]2[CH:12]=[C:11]([CH2:13][CH2:14][CH2:15][O:16][C:17]3[C:22]([O:23][CH3:24])=[CH:21][CH:20]=[CH:19][C:18]=3[CH2:25][C:26]([O:28]C)=[O:27])[C:10]([CH:30]([CH2:33][CH3:34])[CH2:31][CH3:32])=[N:9]2)=[N:6][CH:7]=1.[OH-].[Na+].O1CCCC1.Cl. The catalyst is CO. The product is [Br:1][C:2]1[CH:3]=[CH:4][C:5]([N:8]2[CH:12]=[C:11]([CH2:13][CH2:14][CH2:15][O:16][C:17]3[C:22]([O:23][CH3:24])=[CH:21][CH:20]=[CH:19][C:18]=3[CH2:25][C:26]([OH:28])=[O:27])[C:10]([CH:30]([CH2:33][CH3:34])[CH2:31][CH3:32])=[N:9]2)=[N:6][CH:7]=1. The yield is 0.880.